From a dataset of Peptide-MHC class I binding affinity with 185,985 pairs from IEDB/IMGT. Regression. Given a peptide amino acid sequence and an MHC pseudo amino acid sequence, predict their binding affinity value. This is MHC class I binding data. (1) The peptide sequence is TYLGPLNCK. The MHC is HLA-A68:01 with pseudo-sequence HLA-A68:01. The binding affinity (normalized) is 0.395. (2) The peptide sequence is STRKKIEKI. The MHC is Mamu-A02 with pseudo-sequence Mamu-A02. The binding affinity (normalized) is 0.508. (3) The peptide sequence is VLKPSVIEEW. The MHC is Mamu-B17 with pseudo-sequence Mamu-B17. The binding affinity (normalized) is 0.348. (4) The peptide sequence is NRELIQQEL. The MHC is HLA-B27:05 with pseudo-sequence HLA-B27:05. The binding affinity (normalized) is 0.199. (5) The peptide sequence is KDGPKLKQW. The MHC is Mamu-A11 with pseudo-sequence Mamu-A11. The binding affinity (normalized) is 0.0184. (6) The peptide sequence is RLVEEFFNR. The MHC is HLA-A33:01 with pseudo-sequence HLA-A33:01. The binding affinity (normalized) is 0.383.